Dataset: Reaction yield outcomes from USPTO patents with 853,638 reactions. Task: Predict the reaction yield, written as a fraction of the theoretical maximum amount of product (1.0 means a 100% yield; for example, 0.34 means a 34% yield). (1) The reactants are [NH2:1][C:2]1[C:10]([N+:11]([O-:13])=[O:12])=[CH:9]C=[CH:7][C:3]=1[C:4]([OH:6])=O.Cl.[CH2:15]([NH2:17])[CH3:16].C(Cl)CCl.CC[N:24](C(C)C)C(C)C. The catalyst is C(Cl)Cl.CN(C=O)C. The product is [NH2:1][C:2]1[C:3]([C:4]([NH:17][CH2:15][CH3:16])=[O:6])=[CH:7][N:24]=[CH:9][C:10]=1[N+:11]([O-:13])=[O:12]. The yield is 0.476. (2) The reactants are [F:1][C:2]1[C:7]([NH2:8])=[CH:6][CH:5]=[C:4]([F:9])[C:3]=1[NH:10][C:11]1[C:16]([C:17]2[N:25]=[CH:24][N:23]=[C:22]3[C:18]=2[N:19]=[CH:20][N:21]3[CH:26]2[CH2:31][CH2:30][CH2:29][CH2:28][O:27]2)=[CH:15][CH:14]=[CH:13][N:12]=1.[F:32][C:33]([F:45])([F:44])[C:34]1[CH:39]=[CH:38][C:37]([S:40](Cl)(=[O:42])=[O:41])=[CH:36][CH:35]=1.N1C=CC=CC=1. The catalyst is ClCCl. The product is [F:1][C:2]1[C:3]([NH:10][C:11]2[C:16]([C:17]3[N:25]=[CH:24][N:23]=[C:22]4[C:18]=3[N:19]=[CH:20][N:21]4[CH:26]3[CH2:31][CH2:30][CH2:29][CH2:28][O:27]3)=[CH:15][CH:14]=[CH:13][N:12]=2)=[C:4]([F:9])[CH:5]=[CH:6][C:7]=1[NH:8][S:40]([C:37]1[CH:36]=[CH:35][C:34]([C:33]([F:32])([F:44])[F:45])=[CH:39][CH:38]=1)(=[O:42])=[O:41]. The yield is 0.970.